From a dataset of Full USPTO retrosynthesis dataset with 1.9M reactions from patents (1976-2016). Predict the reactants needed to synthesize the given product. (1) Given the product [C:20]([C:22]1[CH:23]=[C:24]([S:28]([NH:1][C:4]2[CH:5]=[C:6]3[C:10](=[CH:11][CH:12]=2)[N:9]([C:13]2[CH:18]=[CH:17][CH:16]=[CH:15][CH:14]=2)[NH:8][C:7]3=[O:19])(=[O:30])=[O:29])[CH:25]=[CH:26][CH:27]=1)#[N:21], predict the reactants needed to synthesize it. The reactants are: [N+:1]([C:4]1[CH:5]=[C:6]2[C:10](=[CH:11][CH:12]=1)[N:9]([C:13]1[CH:18]=[CH:17][CH:16]=[CH:15][CH:14]=1)[NH:8][C:7]2=[O:19])([O-])=O.[C:20]([C:22]1[CH:23]=[C:24]([S:28](Cl)(=[O:30])=[O:29])[CH:25]=[CH:26][CH:27]=1)#[N:21]. (2) Given the product [CH3:1][O:2][C:3]1[CH:4]=[C:5]([CH2:6][OH:7])[CH:8]=[CH:9][C:10]=1[O:11][CH2:12][C:13]1[N:14]([CH3:24])[CH:15]=[C:16]([C:18]2[CH:19]=[CH:20][CH:21]=[CH:22][CH:23]=2)[N:17]=1, predict the reactants needed to synthesize it. The reactants are: [CH3:1][O:2][C:3]1[CH:4]=[C:5]([CH:8]=[CH:9][C:10]=1[O:11][CH2:12][C:13]1[N:14]([CH3:24])[CH:15]=[C:16]([C:18]2[CH:23]=[CH:22][CH:21]=[CH:20][CH:19]=2)[N:17]=1)[CH:6]=[O:7].C(O)C.[BH4-].[Na+].O. (3) Given the product [NH2:1][C:2]1[N:7]=[CH:6][C:5]([C:8]2[CH:9]=[CH:10][C:11]([C:14]([N:16]3[CH2:20][CH2:19][CH2:18][C@@H:17]3[CH2:21][N:22]3[CH2:26][CH2:25][CH2:24][CH2:23]3)=[O:15])=[CH:12][CH:13]=2)=[CH:4][C:3]=1[O:27][CH2:31][C:32]1[CH:37]=[CH:36][C:35]([F:38])=[CH:34][C:33]=1[C:39]([F:41])([F:40])[F:42], predict the reactants needed to synthesize it. The reactants are: [NH2:1][C:2]1[N:7]=[CH:6][C:5]([C:8]2[CH:13]=[CH:12][C:11]([C:14]([N:16]3[CH2:20][CH2:19][CH2:18][C@@H:17]3[CH2:21][N:22]3[CH2:26][CH2:25][CH2:24][CH2:23]3)=[O:15])=[CH:10][CH:9]=2)=[CH:4][C:3]=1[OH:27].[H-].[Na+].Br[CH2:31][C:32]1[CH:37]=[CH:36][C:35]([F:38])=[CH:34][C:33]=1[C:39]([F:42])([F:41])[F:40]. (4) Given the product [Cl:1][C:2]1[CH:10]=[CH:9][C:5](/[C:6](=[CH:14]/[CH2:13][C:12]([CH3:17])([CH3:16])[CH3:11])/[C:7]#[N:8])=[CH:4][CH:3]=1, predict the reactants needed to synthesize it. The reactants are: [Cl:1][C:2]1[CH:10]=[CH:9][C:5]([CH2:6][C:7]#[N:8])=[CH:4][CH:3]=1.[CH3:11][C:12]([CH3:17])([CH3:16])[CH2:13][CH:14]=O.C[O-].[Na+]. (5) Given the product [NH2:24][C:21]1[CH:20]=[CH:19][C:18]([CH2:17][S:16][C:4]2[N:3]=[C:2]([Cl:1])[C:7]([CH2:8][C:9]([O:11][CH3:12])=[O:10])=[C:6]([N:13]([CH3:15])[CH3:14])[N:5]=2)=[CH:23][CH:22]=1, predict the reactants needed to synthesize it. The reactants are: [Cl:1][C:2]1[C:7]([CH2:8][C:9]([O:11][CH3:12])=[O:10])=[C:6]([N:13]([CH3:15])[CH3:14])[N:5]=[C:4]([S:16][CH2:17][C:18]2[CH:23]=[CH:22][C:21]([N+:24]([O-])=O)=[CH:20][CH:19]=2)[N:3]=1.[Sn](Cl)Cl. (6) Given the product [Cl:1][C:2]1[CH:7]=[CH:6][C:5]([C@H:8]2[C@@H:13]([C:14]3[CH:19]=[CH:18][C:17]([Cl:20])=[CH:16][CH:15]=3)[N:12]([C@H:21]([CH2:27][CH2:28][CH3:29])[C:22]([O:24][CH2:25][CH3:26])=[O:23])[C:11](=[O:30])[C@H:10]([CH2:31][C:32]3[CH:37]=[CH:36][CH:35]=[C:34]([S:40]([CH3:39])(=[O:42])=[O:41])[CH:33]=3)[O:9]2)=[CH:4][CH:3]=1, predict the reactants needed to synthesize it. The reactants are: [Cl:1][C:2]1[CH:7]=[CH:6][C:5]([C@H:8]2[C@@H:13]([C:14]3[CH:19]=[CH:18][C:17]([Cl:20])=[CH:16][CH:15]=3)[N:12]([C@H:21]([CH2:27][CH2:28][CH3:29])[C:22]([O:24][CH2:25][CH3:26])=[O:23])[C:11](=[O:30])[C@H:10]([CH2:31][C:32]3[CH:37]=[CH:36][CH:35]=[C:34](I)[CH:33]=3)[O:9]2)=[CH:4][CH:3]=1.[CH3:39][S:40]([O-:42])=[O:41].[Na+]. (7) Given the product [Br:19][C:4]1[C:3]([O:2][CH3:1])=[CH:12][CH:11]=[C:10]2[C:5]=1[CH:6]=[CH:7][CH:8]=[N:9]2, predict the reactants needed to synthesize it. The reactants are: [CH3:1][O:2][C:3]1[CH:4]=[C:5]2[C:10](=[CH:11][CH:12]=1)[N:9]=[CH:8][CH:7]=[CH:6]2.N1C=CC=CC=1.[Br:19]Br. (8) The reactants are: [Cl:1][C:2]1[CH:7]=[CH:6][C:5]([O:8][C:9]([F:12])([F:11])[F:10])=[CH:4][C:3]=1[N:13]1[CH2:28][CH2:27][C:16]2([O:21][CH2:20][CH:19]([CH2:22][C:23]([O:25]C)=[O:24])[CH2:18][CH2:17]2)[CH2:15][CH2:14]1.BrC1C=C(OC(F)(F)F)C=CC=1Cl.C(=O)([O-])[O-].[Cs+].[Cs+]. Given the product [Cl:1][C:2]1[CH:7]=[CH:6][C:5]([O:8][C:9]([F:10])([F:12])[F:11])=[CH:4][C:3]=1[N:13]1[CH2:28][CH2:27][C:16]2([O:21][CH2:20][CH:19]([CH2:22][C:23]([OH:25])=[O:24])[CH2:18][CH2:17]2)[CH2:15][CH2:14]1, predict the reactants needed to synthesize it. (9) Given the product [Br:8][C:9]1[CH:10]=[C:11]([NH:12][C:5](=[O:7])[CH3:6])[CH:13]=[C:14]([N+:16]([O-:18])=[O:17])[CH:15]=1, predict the reactants needed to synthesize it. The reactants are: C(O[C:5](=[O:7])[CH3:6])(=O)C.[Br:8][C:9]1[CH:10]=[C:11]([CH:13]=[C:14]([N+:16]([O-:18])=[O:17])[CH:15]=1)[NH2:12]. (10) Given the product [CH2:30]([O:29][CH2:28][C@@:10]12[CH2:9][N:8]([S:43]([C:40]3[CH:41]=[N:42][C:34]4[N:33]=[CH:38][CH2:37][O:36][C:35]=4[CH:39]=3)(=[O:45])=[O:44])[CH2:17][CH2:16][C:15]1=[CH:14][C:13]1[N:18]([C:21]3[CH:26]=[CH:25][C:24]([F:27])=[CH:23][CH:22]=3)[N:19]=[CH:20][C:12]=1[CH2:11]2)[CH3:31], predict the reactants needed to synthesize it. The reactants are: C(OC([N:8]1[CH2:17][CH2:16][C:15]2[C@:10]([CH2:28][O:29][CH2:30][CH3:31])([CH2:11][C:12]3[CH:20]=[N:19][N:18]([C:21]4[CH:26]=[CH:25][C:24]([F:27])=[CH:23][CH:22]=4)[C:13]=3[CH:14]=2)[CH2:9]1)=O)(C)(C)C.C[N:33]1[CH2:38][CH2:37][O:36][C:35]2[CH:39]=[C:40]([S:43](Cl)(=[O:45])=[O:44])[CH:41]=[N:42][C:34]1=2.